This data is from Reaction yield outcomes from USPTO patents with 853,638 reactions. The task is: Predict the reaction yield, written as a fraction of the theoretical maximum amount of product (1.0 means a 100% yield; for example, 0.34 means a 34% yield). (1) The catalyst is ClCCCl.C(O)(=O)C. The product is [CH:1]1([O:6][C:7](=[O:31])[C@@H:8]([N:15]([C:16]([O:18][C:19]([CH3:22])([CH3:21])[CH3:20])=[O:17])[CH2:23][C:24]2[CH:29]=[CH:28][CH:27]=[C:26]([NH:30][CH2:52][C:49]3[CH:50]=[CH:51][C:45]4[CH:44]=[C:43]([C:41](=[O:42])[NH:40][O:39][CH:37]([O:36][CH2:32][CH:33]([CH3:34])[CH3:35])[CH3:38])[S:47][C:46]=4[CH:48]=3)[CH:25]=2)[C:9]2[CH:14]=[CH:13][CH:12]=[CH:11][CH:10]=2)[CH2:5][CH2:4][CH2:3][CH2:2]1. The yield is 0.730. The reactants are [CH:1]1([O:6][C:7](=[O:31])[C@@H:8]([N:15]([CH2:23][C:24]2[CH:29]=[CH:28][CH:27]=[C:26]([NH2:30])[CH:25]=2)[C:16]([O:18][C:19]([CH3:22])([CH3:21])[CH3:20])=[O:17])[C:9]2[CH:14]=[CH:13][CH:12]=[CH:11][CH:10]=2)[CH2:5][CH2:4][CH2:3][CH2:2]1.[CH2:32]([O:36][CH:37]([O:39][NH:40][C:41]([C:43]1[S:47][C:46]2[CH:48]=[C:49]([CH:52]=O)[CH:50]=[CH:51][C:45]=2[CH:44]=1)=[O:42])[CH3:38])[CH:33]([CH3:35])[CH3:34].C(O[BH-](OC(=O)C)OC(=O)C)(=O)C.[Na+].C(Cl)Cl. (2) The reactants are [CH3:1][C:2]1[CH:11]=[CH:10][C:5]([C:6]([O:8][CH3:9])=[O:7])=[C:4]([OH:12])[CH:3]=1.[Br:13]N1C(=O)CCC1=O. The catalyst is C(Cl)(Cl)(Cl)Cl.C(OOC(=O)C1C=CC=CC=1)(=O)C1C=CC=CC=1.BrN1C(=O)CCC1=O. The product is [Br:13][CH2:1][C:2]1[CH:11]=[CH:10][C:5]([C:6]([O:8][CH3:9])=[O:7])=[C:4]([OH:12])[CH:3]=1. The yield is 0.580. (3) The reactants are [C:1]([C:5]1[CH:6]=[C:7]([NH:11][C:12](=[O:20])[C:13]2[CH:18]=[CH:17][CH:16]=[N:15][C:14]=2Cl)[CH:8]=[CH:9][CH:10]=1)([CH3:4])([CH3:3])[CH3:2].[F:21][C:22]1[CH:23]=[C:24](B(O)O)[CH:25]=[CH:26][CH:27]=1.C1(C)C=CC=CC=1.C(=O)([O-])[O-].[K+].[K+]. The catalyst is O.CCOC(C)=O.C1C=CC([P]([Pd]([P](C2C=CC=CC=2)(C2C=CC=CC=2)C2C=CC=CC=2)([P](C2C=CC=CC=2)(C2C=CC=CC=2)C2C=CC=CC=2)[P](C2C=CC=CC=2)(C2C=CC=CC=2)C2C=CC=CC=2)(C2C=CC=CC=2)C2C=CC=CC=2)=CC=1. The product is [C:1]([C:5]1[CH:6]=[C:7]([NH:11][C:12](=[O:20])[C:13]2[CH:18]=[CH:17][CH:16]=[N:15][C:14]=2[C:26]2[CH:25]=[CH:24][CH:23]=[C:22]([F:21])[CH:27]=2)[CH:8]=[CH:9][CH:10]=1)([CH3:4])([CH3:3])[CH3:2]. The yield is 0.990. (4) The reactants are [CH3:1][N:2]([S:17]([C:20]1[CH:25]=[CH:24][CH:23]=[CH:22][C:21]=1[C:26]([F:29])([F:28])[F:27])(=[O:19])=[O:18])[C:3]1[CH:4]=[CH:5][CH:6]=[C:7]2[C:11]=1[NH:10][C:9]([C:12]([O:14]CC)=[O:13])=[CH:8]2.[OH-].[K+].C(O)(=O)CC(CC(O)=O)(C(O)=O)O. The catalyst is O1CCCC1.CO. The product is [CH3:1][N:2]([S:17]([C:20]1[CH:25]=[CH:24][CH:23]=[CH:22][C:21]=1[C:26]([F:29])([F:27])[F:28])(=[O:18])=[O:19])[C:3]1[CH:4]=[CH:5][CH:6]=[C:7]2[C:11]=1[NH:10][C:9]([C:12]([OH:14])=[O:13])=[CH:8]2. The yield is 0.630. (5) The reactants are [F:1][C:2]1[CH:7]=[C:6]([I:8])[CH:5]=[CH:4][C:3]=1[NH:9][C:10]1[N:14]2[CH:15]=[N:16][CH:17]=[CH:18][C:13]2=[CH:12][C:11]=1[C:19]([OH:21])=O.[CH:22]([O:24][CH2:25][CH2:26][O:27][NH2:28])=[CH2:23].C1C=CC2N(O)N=NC=2C=1.CCN=C=NCCCN(C)C.Cl.CCN(C(C)C)C(C)C. The catalyst is CN(C=O)C. The product is [CH:22]([O:24][CH2:25][CH2:26][O:27][NH:28][C:19]([C:11]1[CH:12]=[C:13]2[CH:18]=[CH:17][N:16]=[CH:15][N:14]2[C:10]=1[NH:9][C:3]1[CH:4]=[CH:5][C:6]([I:8])=[CH:7][C:2]=1[F:1])=[O:21])=[CH2:23]. The yield is 0.650.